Dataset: Full USPTO retrosynthesis dataset with 1.9M reactions from patents (1976-2016). Task: Predict the reactants needed to synthesize the given product. (1) Given the product [CH2:49]([N:48]([CH3:47])[C:41](=[O:43])[CH2:40][CH:37]1[CH2:38][CH2:39][N:34]([C:32]([N:12]2[C@@:13]([C:25]3[CH:26]=[CH:27][C:28]([Cl:31])=[CH:29][CH:30]=3)([CH3:24])[C@@:14]([C:17]3[CH:22]=[CH:21][C:20]([Cl:23])=[CH:19][CH:18]=3)([CH3:16])[N:15]=[C:11]2[C:8]2[CH:9]=[N:10][C:5]([C:1]([CH3:2])([CH3:3])[CH3:4])=[CH:6][C:7]=2[O:44][CH2:45][CH3:46])=[O:33])[CH2:35][CH2:36]1)[C:50]1[CH:55]=[CH:54][CH:53]=[CH:52][CH:51]=1, predict the reactants needed to synthesize it. The reactants are: [C:1]([C:5]1[N:10]=[CH:9][C:8]([C:11]2[N:12]([C:32]([N:34]3[CH2:39][CH2:38][CH:37]([CH2:40][C:41]([OH:43])=O)[CH2:36][CH2:35]3)=[O:33])[C@@:13]([C:25]3[CH:30]=[CH:29][C:28]([Cl:31])=[CH:27][CH:26]=3)([CH3:24])[C@@:14]([C:17]3[CH:22]=[CH:21][C:20]([Cl:23])=[CH:19][CH:18]=3)([CH3:16])[N:15]=2)=[C:7]([O:44][CH2:45][CH3:46])[CH:6]=1)([CH3:4])([CH3:3])[CH3:2].[CH3:47][NH:48][CH2:49][C:50]1[CH:55]=[CH:54][CH:53]=[CH:52][CH:51]=1. (2) The reactants are: [F:1][C:2]1[CH:7]=[CH:6][C:5]([N+:8]([O-:10])=[O:9])=[CH:4][C:3]=1[OH:11].Br[CH2:13][CH2:14][O:15][CH:16]1[CH2:21][CH2:20][CH2:19][CH2:18][O:17]1.C(=O)([O-])[O-].[K+].[K+]. Given the product [F:1][C:2]1[CH:7]=[CH:6][C:5]([N+:8]([O-:10])=[O:9])=[CH:4][C:3]=1[O:11][CH2:13][CH2:14][O:15][CH:16]1[CH2:21][CH2:20][CH2:19][CH2:18][O:17]1, predict the reactants needed to synthesize it. (3) The reactants are: [F:1][C:2]1[CH:3]=[CH:4][C:5]([O:18][CH3:19])=[C:6]([C:8]2[CH:13]=[CH:12][N:11]=[C:10]3[NH:14][C:15](I)=[CH:16][C:9]=23)[CH:7]=1.CC1(C)C(C)(C)OB([C:28]2[CH2:33][CH2:32][CH:31]([C:34]([O:36][CH2:37][CH3:38])=[O:35])[CH2:30][CH:29]=2)O1.COCCOC.C(O)C.O.C(=O)([O-])[O-].[Na+].[Na+]. Given the product [F:1][C:2]1[CH:3]=[CH:4][C:5]([O:18][CH3:19])=[C:6]([C:8]2[CH:13]=[CH:12][N:11]=[C:10]3[NH:14][C:15]([C:28]4[CH2:33][CH2:32][CH:31]([C:34]([O:36][CH2:37][CH3:38])=[O:35])[CH2:30][CH:29]=4)=[CH:16][C:9]=23)[CH:7]=1, predict the reactants needed to synthesize it. (4) Given the product [CH:1]1([CH2:4][C:5]2[CH:10]=[C:9]([C:11]([F:13])([F:14])[F:12])[CH:8]=[CH:7][C:6]=2[OH:15])[CH2:3][CH2:2]1, predict the reactants needed to synthesize it. The reactants are: [CH:1]1([CH2:4][C:5]2[CH:10]=[C:9]([C:11]([F:14])([F:13])[F:12])[CH:8]=[CH:7][C:6]=2[O:15]C)[CH2:3][CH2:2]1.B(Cl)(Cl)Cl. (5) Given the product [CH3:12][O:13][C:14](=[O:28])[C:15]([O:18][C:19]1[C:24](/[CH:25]=[C:6]2\[C:7](=[O:11])[NH:8][C:9]3[C:5]\2=[CH:4][CH:3]=[C:2]([Cl:1])[CH:10]=3)=[CH:23][C:22]([Cl:27])=[CH:21][N:20]=1)([CH3:17])[CH3:16], predict the reactants needed to synthesize it. The reactants are: [Cl:1][C:2]1[CH:10]=[C:9]2[C:5]([CH2:6][C:7](=[O:11])[NH:8]2)=[CH:4][CH:3]=1.[CH3:12][O:13][C:14](=[O:28])[C:15]([O:18][C:19]1[C:24]([CH:25]=O)=[CH:23][C:22]([Cl:27])=[CH:21][N:20]=1)([CH3:17])[CH3:16].N1CCCC1. (6) Given the product [CH2:29]1[C:34]2([CH2:35][CH2:36][CH2:37][CH2:38][CH2:39]2)[CH2:33][CH2:32][N:31]([C:40]2[CH:47]=[CH:46][C:43]([CH2:44][NH:45][C:24]([C:20]3[N:21]([CH3:23])[CH:22]=[C:18]([NH:17][C:15]([C:10]4[C:9]([C:6]5[CH:7]=[CH:8][C:3]([C:2]([F:1])([F:28])[F:27])=[CH:4][CH:5]=5)=[CH:14][CH:13]=[CH:12][CH:11]=4)=[O:16])[CH:19]=3)=[O:26])=[CH:42][CH:41]=2)[CH2:30]1, predict the reactants needed to synthesize it. The reactants are: [F:1][C:2]([F:28])([F:27])[C:3]1[CH:8]=[CH:7][C:6]([C:9]2[C:10]([C:15]([NH:17][C:18]3[CH:19]=[C:20]([C:24]([OH:26])=O)[N:21]([CH3:23])[CH:22]=3)=[O:16])=[CH:11][CH:12]=[CH:13][CH:14]=2)=[CH:5][CH:4]=1.[CH2:29]1[C:34]2([CH2:39][CH2:38][CH2:37][CH2:36][CH2:35]2)[CH2:33][CH2:32][N:31]([C:40]2[CH:47]=[CH:46][C:43]([CH2:44][NH2:45])=[CH:42][CH:41]=2)[CH2:30]1.CN(C(ON1N=NC2C=CC=CC1=2)=[N+](C)C)C.[B-](F)(F)(F)F.C(N(CC)CC)C. (7) The reactants are: [CH2:1]([C:3]1[C:4]([C:11]([O:13][CH2:14][C:15]2[CH:20]=[CH:19][CH:18]=[CH:17][CH:16]=2)=[O:12])=[C:5]([CH:9]=[O:10])[NH:6][C:7]=1I)[CH3:2].FC1C=CC(B(O)O)=CC=1.[N+:31]([C:34]1[CH:39]=[CH:38][C:37](B(O)O)=[CH:36][CH:35]=1)([O-:33])=[O:32]. Given the product [CH2:1]([C:3]1[C:4]([C:11]([O:13][CH2:14][C:15]2[CH:20]=[CH:19][CH:18]=[CH:17][CH:16]=2)=[O:12])=[C:5]([CH:9]=[O:10])[NH:6][C:7]=1[C:37]1[CH:38]=[CH:39][C:34]([N+:31]([O-:33])=[O:32])=[CH:35][CH:36]=1)[CH3:2], predict the reactants needed to synthesize it. (8) Given the product [CH:9]1[C:18]2[C:13](=[CH:14][CH:15]=[CH:16][CH:17]=2)[CH:12]=[CH:11][C:10]=1[CH:19]([OH:8])[CH2:20][CH3:23], predict the reactants needed to synthesize it. The reactants are: C(=[O:8])C1C=CC=CC=1.[CH:9]1[C:18]2[C:13](=[CH:14][CH:15]=[CH:16][CH:17]=2)[CH:12]=[CH:11][C:10]=1[C:19]1C=CC=[CH:23][C:20]=1C=O. (9) Given the product [NH2:21][C:22]1[CH:27]=[C:26]([C:2]2[N:6]3[N:7]=[C:8]([NH:11][CH2:12][C:13]4[CH:18]=[C:17]([F:19])[CH:16]=[CH:15][C:14]=4[F:20])[CH:9]=[CH:10][C:5]3=[N:4][CH:3]=2)[CH:25]=[CH:24][CH:23]=1, predict the reactants needed to synthesize it. The reactants are: Br[C:2]1[N:6]2[N:7]=[C:8]([NH:11][CH2:12][C:13]3[CH:18]=[C:17]([F:19])[CH:16]=[CH:15][C:14]=3[F:20])[CH:9]=[CH:10][C:5]2=[N:4][CH:3]=1.[NH2:21][C:22]1[CH:23]=[C:24](B(O)O)[CH:25]=[CH:26][CH:27]=1.C([O-])([O-])=O.[Na+].[Na+]. (10) Given the product [CH2:8]([N:4]1[CH2:5][CH2:6][C:21]([C:22]#[N:23])([C:16]2[CH:17]=[CH:18][CH:19]=[CH:20][N:15]=2)[CH2:2][CH2:3]1)[C:9]1[CH:14]=[CH:13][CH:12]=[CH:11][CH:10]=1, predict the reactants needed to synthesize it. The reactants are: Cl[CH2:2][CH2:3][N:4]([CH2:8][C:9]1[CH:14]=[CH:13][CH:12]=[CH:11][CH:10]=1)[CH2:5][CH2:6]Cl.[N:15]1[CH:20]=[CH:19][CH:18]=[CH:17][C:16]=1[CH2:21][C:22]#[N:23].[OH-].[Na+].O.